Task: Regression. Given two drug SMILES strings and cell line genomic features, predict the synergy score measuring deviation from expected non-interaction effect.. Dataset: Merck oncology drug combination screen with 23,052 pairs across 39 cell lines (1) Drug 1: CN(C)C(=N)N=C(N)N. Drug 2: NC(=O)c1cccc2cn(-c3ccc(C4CCCNC4)cc3)nc12. Cell line: NCIH520. Synergy scores: synergy=-0.737. (2) Drug 1: CCc1c2c(nc3ccc(O)cc13)-c1cc3c(c(=O)n1C2)COC(=O)C3(O)CC. Drug 2: CNC(=O)c1cc(Oc2ccc(NC(=O)Nc3ccc(Cl)c(C(F)(F)F)c3)cc2)ccn1. Cell line: LOVO. Synergy scores: synergy=-5.29. (3) Drug 1: Cc1nc(Nc2ncc(C(=O)Nc3c(C)cccc3Cl)s2)cc(N2CCN(CCO)CC2)n1. Drug 2: COC1=C2CC(C)CC(OC)C(O)C(C)C=C(C)C(OC(N)=O)C(OC)C=CC=C(C)C(=O)NC(=CC1=O)C2=O. Cell line: UWB1289. Synergy scores: synergy=-11.9. (4) Drug 1: O=C(CCCCCCC(=O)Nc1ccccc1)NO. Drug 2: NC1(c2ccc(-c3nc4ccn5c(=O)[nH]nc5c4cc3-c3ccccc3)cc2)CCC1. Cell line: SKMES1. Synergy scores: synergy=37.1. (5) Drug 1: C#Cc1cccc(Nc2ncnc3cc(OCCOC)c(OCCOC)cc23)c1. Drug 2: Cn1c(=O)n(-c2ccc(C(C)(C)C#N)cc2)c2c3cc(-c4cnc5ccccc5c4)ccc3ncc21. Cell line: A427. Synergy scores: synergy=24.8. (6) Drug 1: Nc1ccn(C2OC(CO)C(O)C2(F)F)c(=O)n1. Drug 2: CC1(c2nc3c(C(N)=O)cccc3[nH]2)CCCN1. Cell line: ZR751. Synergy scores: synergy=0.875. (7) Drug 1: COC1=C2CC(C)CC(OC)C(O)C(C)C=C(C)C(OC(N)=O)C(OC)C=CC=C(C)C(=O)NC(=CC1=O)C2=O. Drug 2: CCc1cnn2c(NCc3ccc[n+]([O-])c3)cc(N3CCCCC3CCO)nc12. Cell line: NCIH2122. Synergy scores: synergy=2.20.